The task is: Predict the reaction yield, written as a fraction of the theoretical maximum amount of product (1.0 means a 100% yield; for example, 0.34 means a 34% yield).. This data is from Reaction yield outcomes from USPTO patents with 853,638 reactions. (1) The yield is 0.860. The product is [CH:6]([C:10]1[C:15]([N:16]2[CH2:21][CH2:20][CH:19]([CH3:22])[CH2:18][CH2:17]2)=[N:14][C:13]([N:23]2[CH:27]=[CH:26][CH:25]=[N:24]2)=[N:12][CH:11]=1)([CH2:8][CH3:9])[CH3:7]. The catalyst is [C].[Pd].CO. The reactants are C([O-])(=O)C.[Na+].[CH:6]([C:10]1[C:11](Cl)=[N:12][C:13]([N:23]2[CH:27]=[CH:26][CH:25]=[N:24]2)=[N:14][C:15]=1[N:16]1[CH2:21][CH2:20][CH:19]([CH3:22])[CH2:18][CH2:17]1)([CH2:8][CH3:9])[CH3:7].[H][H]. (2) The reactants are [OH:1][N:2]=[C:3]([Cl:14])[C@H:4]1[CH2:8][O:7][C:6]2([CH2:13][CH2:12][CH2:11][CH2:10][CH2:9]2)[O:5]1.[CH3:15][S:16](Cl)(=[O:18])=[O:17].C(N(C(C)C)C(C)C)C. The catalyst is C1COCC1. The product is [CH3:15][S:16]([O:1][N:2]=[C:3]([Cl:14])[C@H:4]1[CH2:8][O:7][C:6]2([CH2:13][CH2:12][CH2:11][CH2:10][CH2:9]2)[O:5]1)(=[O:18])=[O:17]. The yield is 0.738. (3) The reactants are [C:1]([OH:7])([C:3]([F:6])([F:5])[F:4])=[O:2].[CH2:8]([O:15][N:16]1[C:22](=[O:23])[N:21]2[CH2:24][C@H:17]1[CH2:18][CH2:19][C@H:20]2[C:25]([NH:27][NH:28]C(OC(C)(C)C)=O)=[O:26])[C:9]1[CH:14]=[CH:13][CH:12]=[CH:11][CH:10]=1. The catalyst is C(Cl)Cl. The product is [OH:7][C:1]([C:3]([F:6])([F:5])[F:4])=[O:2].[CH2:8]([O:15][N:16]1[C:22](=[O:23])[N:21]2[CH2:24][C@H:17]1[CH2:18][CH2:19][C@H:20]2[C:25]([NH:27][NH2:28])=[O:26])[C:9]1[CH:14]=[CH:13][CH:12]=[CH:11][CH:10]=1. The yield is 0.930. (4) The reactants are CN(C)C=O.[Cl-].[Al+3].[Cl-].[Cl-].[OH:10][C:11]1[S:12][C:13]2[CH:19]=[CH:18][CH:17]=[CH:16][C:14]=2[N:15]=1.[Cl:20][CH2:21][CH2:22][C:23](Cl)=[O:24]. No catalyst specified. The product is [Cl:20][CH2:21][CH2:22][C:23]([C:18]1[CH:17]=[CH:16][C:14]2[NH:15][C:11](=[O:10])[S:12][C:13]=2[CH:19]=1)=[O:24]. The yield is 0.540. (5) The reactants are C[O:2][C:3](=O)[C:4]1[CH:9]=[CH:8][CH:7]=[C:6]([O:10][C:11]2[CH:12]=[CH:13][C:14]3[CH2:18][O:17][B:16]([OH:19])[C:15]=3[CH:20]=2)[CH:5]=1.[H-].[H-].[H-].[H-].[Li+].[Al+3]. The catalyst is C1COCC1. The product is [OH:2][CH2:3][C:4]1[CH:5]=[C:6]([CH:7]=[CH:8][CH:9]=1)[O:10][C:11]1[CH:12]=[CH:13][C:14]2[CH2:18][O:17][B:16]([OH:19])[C:15]=2[CH:20]=1. The yield is 0.860. (6) The reactants are [C:1]1([C:7]2[C:8](=O)[O:9][C:10](=[O:12])[CH:11]=2)[CH:6]=[CH:5][CH:4]=[CH:3][CH:2]=1.S(O)(O)(=O)=O.[NH2:19][NH2:20]. The catalyst is O. The product is [C:1]1([C:7]2[C:8](=[O:9])[NH:19][NH:20][C:10](=[O:12])[CH:11]=2)[CH:6]=[CH:5][CH:4]=[CH:3][CH:2]=1. The yield is 0.958. (7) The reactants are [OH:1][C:2]1[CH:3]=[C:4]2[C:9](=[CH:10][CH:11]=1)[CH:8]=[C:7]([C:12]1[C:20]3[C:15](=[CH:16][CH:17]=[C:18]([C:21]#[N:22])[CH:19]=3)[N:14]([CH:23]3[CH2:28][CH2:27][CH2:26][CH2:25][O:24]3)[N:13]=1)[CH:6]=[CH:5]2.[C:42]1(P([C:42]2[CH:47]=[CH:46][CH:45]=[CH:44][CH:43]=2)[C:42]2[CH:47]=[CH:46][CH:45]=[CH:44][CH:43]=2)[CH:47]=[CH:46][CH:45]=[CH:44][CH:43]=1.CCO[C:51](/[N:53]=N/C(OCC)=O)=O. The catalyst is O1CCCC1. The product is [O:24]1[CH2:25][CH2:26][CH2:27][CH2:28][CH:23]1[N:14]1[C:15]2[C:20](=[CH:19][C:18]([C:21]#[N:22])=[CH:17][CH:16]=2)[C:12]([C:7]2[CH:6]=[CH:5][C:4]3[C:9](=[CH:10][CH:11]=[C:2]([O:1][CH2:42][CH2:47][C:46]4[CH:45]=[CH:44][CH:43]=[CH:51][N:53]=4)[CH:3]=3)[CH:8]=2)=[N:13]1. The yield is 0.540. (8) The reactants are C([O:3][C:4]([C:6]1[CH:7]=[C:8]([C:13]2[N:18]=[C:17]([CH3:19])[N:16]=[C:15]([NH2:20])[N:14]=2)[C:9](F)=[N:10][CH:11]=1)=[CH2:5])C.[C:21]1([S:27]([C:30]2[CH:31]=[C:32]([NH2:36])[CH:33]=[N:34][CH:35]=2)(=[O:29])=[O:28])[CH:26]=[CH:25][CH:24]=[CH:23][CH:22]=1.C[Si]([N-][Si](C)(C)C)(C)C.[Na+]. The catalyst is C1COCC1.CCOC(C)=O. The product is [NH2:20][C:15]1[N:16]=[C:17]([CH3:19])[N:18]=[C:13]([C:8]2[CH:7]=[C:6]([C:4](=[O:3])[CH3:5])[CH:11]=[N:10][C:9]=2[NH:36][C:32]2[CH:33]=[N:34][CH:35]=[C:30]([S:27]([C:21]3[CH:26]=[CH:25][CH:24]=[CH:23][CH:22]=3)(=[O:29])=[O:28])[CH:31]=2)[N:14]=1. The yield is 0.440. (9) The reactants are [C:1]([O:4][CH:5]1[C:9]2=[N:10][CH:11]=[C:12]([N+:31]([O-])=O)[C:13]([N:14]3[CH2:19][C@H:18]([CH3:20])[C:17]([OH:22])([CH3:21])[C@H:16]([NH:23][C:24]([O:26][C:27]([CH3:30])([CH3:29])[CH3:28])=[O:25])[CH2:15]3)=[C:8]2[CH2:7][CH2:6]1)(=[O:3])[CH3:2]. The catalyst is C(O)(=O)C.CCOC(C)=O.[Fe]. The product is [C:1]([O:4][CH:5]1[C:9]2=[N:10][CH:11]=[C:12]([NH2:31])[C:13]([N:14]3[CH2:19][C@H:18]([CH3:20])[C:17]([OH:22])([CH3:21])[C@H:16]([NH:23][C:24]([O:26][C:27]([CH3:30])([CH3:29])[CH3:28])=[O:25])[CH2:15]3)=[C:8]2[CH2:7][CH2:6]1)(=[O:3])[CH3:2]. The yield is 0.950. (10) The reactants are [S:1]1[CH:5]=[CH:4][CH:3]=[C:2]1[C:6]1[O:10][N:9]=[C:8]([C:11]([OH:13])=O)[CH:7]=1.[CH3:14][O:15][C:16]1[CH:25]=[C:24]2[C:19]([N:20]=[CH:21][C:22]([O:26][CH2:27][CH2:28][N:29]3[CH2:34][CH2:33][CH:32]([NH2:35])[CH2:31][CH2:30]3)=[N:23]2)=[CH:18][CH:17]=1. No catalyst specified. The product is [CH3:14][O:15][C:16]1[CH:25]=[C:24]2[C:19]([N:20]=[CH:21][C:22]([O:26][CH2:27][CH2:28][N:29]3[CH2:30][CH2:31][CH:32]([NH:35][C:11]([C:8]4[CH:7]=[C:6]([C:2]5[S:1][CH:5]=[CH:4][CH:3]=5)[O:10][N:9]=4)=[O:13])[CH2:33][CH2:34]3)=[N:23]2)=[CH:18][CH:17]=1. The yield is 0.300.